Task: Predict which catalyst facilitates the given reaction.. Dataset: Catalyst prediction with 721,799 reactions and 888 catalyst types from USPTO (1) Reactant: [Cl:1][C:2]1[C:8]([N+:9]([O-:11])=[O:10])=[CH:7][C:5]([NH2:6])=[C:4]([F:12])[CH:3]=1.CN(C)[C:15]1[O:16][C:17](=[O:25])[CH:18]=[C:19]([C:21]([F:24])([F:23])[F:22])[N:20]=1. Product: [Cl:1][C:2]1[C:8]([N+:9]([O-:11])=[O:10])=[CH:7][C:5]([N:6]2[C:17](=[O:25])[CH:18]=[C:19]([C:21]([F:24])([F:23])[F:22])[NH:20][C:15]2=[O:16])=[C:4]([F:12])[CH:3]=1. The catalyst class is: 15. (2) Reactant: Br[CH2:2][C:3]1[N:7]([CH2:8][CH:9]([OH:11])[CH3:10])[N:6]=[C:5]([N+:12]([O-:14])=[O:13])[CH:4]=1.[CH3:15][NH2:16]. The catalyst class is: 4. Product: [CH3:15][NH:16][CH2:2][C:3]1[N:7]([CH2:8][CH:9]([OH:11])[CH3:10])[N:6]=[C:5]([N+:12]([O-:14])=[O:13])[CH:4]=1.